This data is from Forward reaction prediction with 1.9M reactions from USPTO patents (1976-2016). The task is: Predict the product of the given reaction. Given the reactants [C:9](O[C:9]([O:11][C:12]([CH3:15])([CH3:14])[CH3:13])=[O:10])([O:11][C:12]([CH3:15])([CH3:14])[CH3:13])=[O:10].[I:16][C:17]1[C:21]([CH2:22][NH:23][S:24]([C:27]2[CH:32]=[CH:31][C:30]([C:33]([F:36])([F:35])[F:34])=[CH:29][CH:28]=2)(=[O:26])=[O:25])=[CH:20][N:19]([CH2:37][O:38][CH3:39])[N:18]=1, predict the reaction product. The product is: [I:16][C:17]1[C:21]([CH2:22][N:23]([S:24]([C:27]2[CH:28]=[CH:29][C:30]([C:33]([F:34])([F:35])[F:36])=[CH:31][CH:32]=2)(=[O:25])=[O:26])[C:9](=[O:10])[O:11][C:12]([CH3:13])([CH3:14])[CH3:15])=[CH:20][N:19]([CH2:37][O:38][CH3:39])[N:18]=1.